This data is from CYP2C19 inhibition data for predicting drug metabolism from PubChem BioAssay. The task is: Regression/Classification. Given a drug SMILES string, predict its absorption, distribution, metabolism, or excretion properties. Task type varies by dataset: regression for continuous measurements (e.g., permeability, clearance, half-life) or binary classification for categorical outcomes (e.g., BBB penetration, CYP inhibition). Dataset: cyp2c19_veith. (1) The molecule is CCCn1nnnc1-c1cccc(Cl)c1. The result is 1 (inhibitor). (2) The compound is Cc1ccc(C(=O)NC(=S)Nc2cc(-c3nc4ccccc4s3)ccc2C)cc1. The result is 0 (non-inhibitor). (3) The drug is CN(C)c1ccc(-c2ccc3ncnc(-n4ccnc4)c3c2)cc1. The result is 1 (inhibitor). (4) The molecule is COC(=O)C1=C(C)OC(N)=C(C#N)C1C1CCCCC1. The result is 1 (inhibitor). (5) The drug is CN(C)CCSS(=O)(=O)O. The result is 0 (non-inhibitor). (6) The compound is O=C(N1CCOCC1)C1(c2ccccc2)CCNCC1. The result is 0 (non-inhibitor).